Dataset: Peptide-MHC class I binding affinity with 185,985 pairs from IEDB/IMGT. Task: Regression. Given a peptide amino acid sequence and an MHC pseudo amino acid sequence, predict their binding affinity value. This is MHC class I binding data. (1) The peptide sequence is WQGPSAAAY. The MHC is HLA-A02:03 with pseudo-sequence HLA-A02:03. The binding affinity (normalized) is 0.0847. (2) The peptide sequence is ATFLWWIPL. The MHC is BoLA-JSP.1 with pseudo-sequence BoLA-JSP.1. The binding affinity (normalized) is 0.470.